This data is from Reaction yield outcomes from USPTO patents with 853,638 reactions. The task is: Predict the reaction yield, written as a fraction of the theoretical maximum amount of product (1.0 means a 100% yield; for example, 0.34 means a 34% yield). (1) The reactants are [CH3:1][C:2]([CH3:14])([C:10]([CH3:13])=[CH:11][CH3:12])[CH2:3][CH2:4]/[CH:5]=[CH:6]/[C:7]([OH:9])=O.ClC(OCC)=O.C(N(CC)CC)C.[CH:28]1([NH2:31])[CH2:30][CH2:29]1.[Cl-].[Na+]. No catalyst specified. The product is [CH:28]1([NH:31][C:7](=[O:9])/[CH:6]=[CH:5]/[CH2:4][CH2:3][C:2]([CH3:1])([CH3:14])[C:10]([CH3:13])=[CH:11][CH3:12])[CH2:30][CH2:29]1. The yield is 0.400. (2) The reactants are [Cl:1][C:2]1[C:7](B(O)O)=[CH:6][CH:5]=[CH:4][N:3]=1.FC(F)(F)S(O[C:17]1[C@@:21]2([CH3:39])[CH2:22][CH2:23][C@H:24]3[C@H:33]([C@@H:20]2[CH2:19][CH:18]=1)[CH2:32][CH:31]=[C:30]1[C@:25]3([CH3:38])[CH2:26][CH2:27][C:28](=[O:37])[N:29]1[CH:34]1[CH2:36][CH2:35]1)(=O)=O. The catalyst is O1CCOCC1.Cl[Pd](Cl)([P](C1C=CC=CC=1)(C1C=CC=CC=1)C1C=CC=CC=1)[P](C1C=CC=CC=1)(C1C=CC=CC=1)C1C=CC=CC=1. The yield is 0.190. The product is [Cl:1][C:2]1[C:7]([C:17]2[C@@:21]3([CH3:39])[CH2:22][CH2:23][C@H:24]4[C@H:33]([C@@H:20]3[CH2:19][CH:18]=2)[CH2:32][CH:31]=[C:30]2[C@:25]4([CH3:38])[CH2:26][CH2:27][C:28](=[O:37])[N:29]2[CH:34]2[CH2:36][CH2:35]2)=[CH:6][CH:5]=[CH:4][N:3]=1. (3) The yield is 0.286. The product is [Cl:1][C:2]1[CH:3]=[C:4]([C:12]2[N:16]=[C:15]([C:17]3[CH:18]=[C:19]([C:20]4[NH:21][O:22][C:27](=[O:28])[N:23]=4)[CH:24]=[CH:25][CH:26]=3)[O:14][N:13]=2)[CH:5]=[CH:6][C:7]=1[O:8][CH:9]([CH3:11])[CH3:10]. The reactants are [Cl:1][C:2]1[CH:3]=[C:4]([C:12]2[N:16]=[C:15]([C:17]3[CH:18]=[C:19]([CH:24]=[CH:25][CH:26]=3)[C:20](=[NH:23])[NH:21][OH:22])[O:14][N:13]=2)[CH:5]=[CH:6][C:7]=1[O:8][CH:9]([CH3:11])[CH3:10].[C:27](N1C=CN=C1)(N1C=CN=C1)=[O:28].C1CCN2C(=NCCC2)CC1. The catalyst is O1CCOCC1.O. (4) The reactants are C([O:3][C:4](=[O:33])[C:5]1[CH:10]=[CH:9][CH:8]=[C:7]([N:11]2[C:15]([CH3:16])=[CH:14][CH:13]=[C:12]2[C:17]2[CH:22]=[CH:21][CH:20]=[CH:19][C:18]=2[O:23][CH2:24][C:25]2[CH:30]=[CH:29][C:28]([F:31])=[CH:27][C:26]=2[Cl:32])[CH:6]=1)C.[OH-].[Na+]. The catalyst is CCO. The product is [Cl:32][C:26]1[CH:27]=[C:28]([F:31])[CH:29]=[CH:30][C:25]=1[CH2:24][O:23][C:18]1[CH:19]=[CH:20][CH:21]=[CH:22][C:17]=1[C:12]1[N:11]([C:7]2[CH:6]=[C:5]([CH:10]=[CH:9][CH:8]=2)[C:4]([OH:33])=[O:3])[C:15]([CH3:16])=[CH:14][CH:13]=1. The yield is 0.890. (5) The reactants are [F:1][CH:2]([F:21])[O:3][CH2:4][C@@H:5]1[CH2:9][N:8]([C:10]([O:12][C:13]([CH3:16])([CH3:15])[CH3:14])=[O:11])[C@H:7]([C:17]([O:19]C)=[O:18])[CH2:6]1.[Li+].[OH-].Cl. The catalyst is C1COCC1.CO. The product is [C:13]([O:12][C:10]([N:8]1[CH2:9][C@@H:5]([CH2:4][O:3][CH:2]([F:1])[F:21])[CH2:6][C@H:7]1[C:17]([OH:19])=[O:18])=[O:11])([CH3:16])([CH3:14])[CH3:15]. The yield is 0.990. (6) The reactants are [C:1]([O:5][C:6]([N:8]1[C:16]2[C:11](=[CH:12][CH:13]=[C:14]([CH:17]=O)[CH:15]=2)[CH:10]=[C:9]1[C:19]1[CH:24]=[C:23]([C:25]2[CH:30]=[CH:29][N:28]=[CH:27][CH:26]=2)[N:22]=[N:21][C:20]=1[O:31][CH3:32])=[O:7])([CH3:4])([CH3:3])[CH3:2].[NH:33]1[CH2:38][CH2:37][CH2:36][CH2:35][CH2:34]1.C(O[BH-](OC(=O)C)OC(=O)C)(=O)C.[Na+].C([O-])(O)=O.[Na+].C(=O)=O. The catalyst is ClC(Cl)C.ClCCl.C(O)(=O)C. The product is [C:1]([O:5][C:6]([N:8]1[C:16]2[C:11](=[CH:12][CH:13]=[C:14]([CH2:17][N:33]3[CH2:38][CH2:37][CH2:36][CH2:35][CH2:34]3)[CH:15]=2)[CH:10]=[C:9]1[C:19]1[CH:24]=[C:23]([C:25]2[CH:30]=[CH:29][N:28]=[CH:27][CH:26]=2)[N:22]=[N:21][C:20]=1[O:31][CH3:32])=[O:7])([CH3:4])([CH3:2])[CH3:3]. The yield is 0.830. (7) The reactants are [CH:1]([OH:3])=O.C(OC(=O)C)(=O)C.C([O:18][NH:19][CH2:20][C@@H:21]1[C@@H:25]([CH2:26][CH2:27][CH2:28][CH3:29])[CH2:24][N:23]([CH2:30][CH2:31][CH2:32][CH2:33][CH2:34][O:35]CC2C=CC=CC=2)[C:22]1=[O:43])C1C=CC=CC=1.C(N(CC)CC)C. The catalyst is C(Cl)Cl. The product is [CH2:26]([C@H:25]1[CH2:24][N:23]([CH2:30][CH2:31][CH2:32][CH2:33][CH2:34][OH:35])[C:22](=[O:43])[C@@H:21]1[CH2:20][N:19]([OH:18])[CH:1]=[O:3])[CH2:27][CH2:28][CH3:29]. The yield is 0.580. (8) The reactants are [N:1]1[CH:6]=[CH:5][CH:4]=[C:3]([S:7]([OH:10])(=O)=[O:8])[CH:2]=1.P(Cl)(Cl)(Cl)(Cl)[Cl:12]. The catalyst is P(Cl)(Cl)(Cl)=O. The product is [N:1]1[CH:6]=[CH:5][CH:4]=[C:3]([S:7]([Cl:12])(=[O:10])=[O:8])[CH:2]=1. The yield is 0.750.